Dataset: Full USPTO retrosynthesis dataset with 1.9M reactions from patents (1976-2016). Task: Predict the reactants needed to synthesize the given product. (1) Given the product [CH2:12]([NH:18][C:19]([N:7]1[C:6](=[O:9])[C:5]2[CH:10]=[CH:11][C:2]([Cl:1])=[CH:3][C:4]=2[S:8]1)=[O:20])[CH2:13][CH2:14][CH2:15][CH2:16][CH3:17], predict the reactants needed to synthesize it. The reactants are: [Cl:1][C:2]1[CH:11]=[CH:10][C:5]2[C:6](=[O:9])[NH:7][S:8][C:4]=2[CH:3]=1.[CH2:12]([N:18]=[C:19]=[O:20])[CH2:13][CH2:14][CH2:15][CH2:16][CH3:17]. (2) Given the product [CH:28]1([CH2:35][CH:36]([N:40]2[CH2:48][C:47]3[C:42](=[CH:43][CH:44]=[CH:45][CH:46]=3)[C:41]2=[O:49])[C:37]([NH:50][C:51]2[S:52][CH:53]=[CH:54][N:55]=2)=[O:38])[CH2:29][CH2:30][CH2:31][CH2:32][CH2:33][CH2:34]1, predict the reactants needed to synthesize it. The reactants are: F[P-](F)(F)(F)(F)F.N1(O[P+](N(C)C)(N(C)C)N(C)C)C2C=CC=CC=2N=N1.[CH:28]1([CH2:35][CH:36]([N:40]2[CH2:48][C:47]3[C:42](=[CH:43][CH:44]=[CH:45][CH:46]=3)[C:41]2=[O:49])[C:37](O)=[O:38])[CH2:34][CH2:33][CH2:32][CH2:31][CH2:30][CH2:29]1.[NH2:50][C:51]1[S:52][CH:53]=[CH:54][N:55]=1.C1(C[C@H](N2CC3C(=CC=CC=3)C2=O)C(NC2SC=CN=2)=O)CCCCC1. (3) Given the product [CH:4]([OH:6])=[O:5].[F:27][C:28]1[C:32]([C:33]2[CH:34]=[N:35][C:36]3[C:41]([CH:42]=2)=[CH:40][CH:39]=[CH:38][CH:37]=3)=[N:31][NH:30][C:29]=1[NH:43][C:4](=[O:6])[CH2:3][CH:2]([CH3:1])[CH2:7][N:8]1[CH2:13][CH2:12][CH2:11][CH2:10][CH2:9]1, predict the reactants needed to synthesize it. The reactants are: [CH3:1][CH:2]([CH2:7][N:8]1[CH2:13][CH2:12][CH2:11][CH2:10][CH2:9]1)[CH2:3][C:4]([OH:6])=[O:5].C1N=CN(C(N2C=NC=C2)=O)C=1.Cl.[F:27][C:28]1[C:32]([C:33]2[CH:34]=[N:35][C:36]3[C:41]([CH:42]=2)=[CH:40][CH:39]=[CH:38][CH:37]=3)=[N:31][NH:30][C:29]=1[NH2:43].CCN(CC)CC. (4) Given the product [OH:6][CH:5]([C:7]1[CH:12]=[CH:11][CH:10]=[CH:9][CH:8]=1)[CH2:4][CH2:3][N:2]([CH3:1])[C:21](=[O:22])[O:23][C:24]([CH3:25])([CH3:26])[CH3:27], predict the reactants needed to synthesize it. The reactants are: [CH3:1][NH:2][CH2:3][CH2:4][CH:5]([C:7]1[CH:12]=[CH:11][CH:10]=[CH:9][CH:8]=1)[OH:6].[C:24]([O:23][C:21](O[C:21]([O:23][C:24]([CH3:27])([CH3:26])[CH3:25])=[O:22])=[O:22])([CH3:27])([CH3:26])[CH3:25].